From a dataset of Catalyst prediction with 721,799 reactions and 888 catalyst types from USPTO. Predict which catalyst facilitates the given reaction. (1) Reactant: [CH3:1][C:2]([C:5]1[NH:9][C:8]2[CH:10]=[CH:11][CH:12]=[CH:13][C:14](=[O:15])[C:7]=2[N:6]=1)([CH3:4])[CH3:3]. Product: [CH3:4][C:2]([C:5]1[NH:9][C:8]2[CH2:10][CH2:11][CH2:12][CH2:13][C:14](=[O:15])[C:7]=2[N:6]=1)([CH3:1])[CH3:3]. The catalyst class is: 19. (2) Reactant: C[O:2][C:3]([C:5]1[C:13]2[N:12]=[C:11]([C:14](=[O:29])[NH:15][C:16]3[CH:21]=[CH:20][C:19]([N:22]4[CH2:27][CH2:26][O:25][CH2:24][C:23]4=[O:28])=[CH:18][CH:17]=3)[N:10]([CH2:30][C:31]3[CH:36]=[CH:35][CH:34]=[C:33]([O:37][CH3:38])[CH:32]=3)[C:9]=2[CH:8]=[CH:7][CH:6]=1)=[O:4].[Li+].[OH-]. Product: [CH3:38][O:37][C:33]1[CH:32]=[C:31]([CH:36]=[CH:35][CH:34]=1)[CH2:30][N:10]1[C:9]2[CH:8]=[CH:7][CH:6]=[C:5]([C:3]([OH:4])=[O:2])[C:13]=2[N:12]=[C:11]1[C:14](=[O:29])[NH:15][C:16]1[CH:17]=[CH:18][C:19]([N:22]2[CH2:27][CH2:26][O:25][CH2:24][C:23]2=[O:28])=[CH:20][CH:21]=1. The catalyst class is: 5. (3) Reactant: [F:1][C:2]([F:35])([F:34])[C:3]1[CH:4]=[C:5]([C:13]([CH3:33])([CH3:32])[C:14]([N:16]([C:18]2[CH:19]=[N:20][C:21](Cl)=[CH:22][C:23]=2[C:24]2[CH:29]=[CH:28][CH:27]=[CH:26][C:25]=2[CH3:30])[CH3:17])=[O:15])[CH:6]=[C:7]([C:9]([F:12])([F:11])[F:10])[CH:8]=1.[CH2:36]1[NH:41][CH2:40][CH2:39][N:38]2[C:42](=[O:45])[CH2:43][CH2:44][CH:37]12.C(=O)([O-])[O-].[K+].[K+].[NH4+].[Cl-]. Product: [F:1][C:2]([F:35])([F:34])[C:3]1[CH:4]=[C:5]([C:13]([CH3:33])([CH3:32])[C:14]([N:16]([CH3:17])[C:18]2[CH:19]=[N:20][C:21]([N:41]3[CH2:40][CH2:39][N:38]4[C:42](=[O:45])[CH2:43][CH2:44][CH:37]4[CH2:36]3)=[CH:22][C:23]=2[C:24]2[CH:29]=[CH:28][CH:27]=[CH:26][C:25]=2[CH3:30])=[O:15])[CH:6]=[C:7]([C:9]([F:12])([F:11])[F:10])[CH:8]=1. The catalyst class is: 16. (4) The catalyst class is: 33. Reactant: C(O[C:6]([NH:8][N:9]([CH:17]1[CH2:19][CH2:18]1)[C:10](=[O:16])OC(C)(C)C)=O)(C)(C)C.C(O)(=O)/[C:21](=[C:23](\C=O)/[Cl:24])/[Cl:22].O. Product: [Cl:22][C:21]1[C:10](=[O:16])[N:9]([CH:17]2[CH2:18][CH2:19]2)[N:8]=[CH:6][C:23]=1[Cl:24]. (5) Reactant: Br[CH:2]([CH3:11])[C:3]([C:5]1[CH:10]=[CH:9][CH:8]=[CH:7][CH:6]=1)=O.[CH3:12][C:13]1[C:14]2[N:15]([N:19]=[C:20]([C:22]3[CH:27]=[CH:26][N:25]=[C:24]([NH2:28])[CH:23]=3)[N:21]=2)[CH:16]=[CH:17][N:18]=1.C(N(CC)C(C)C)(C)C. Product: [CH3:12][C:13]1[C:14]2[N:15]([N:19]=[C:20]([C:22]3[CH:27]=[CH:26][N:25]4[C:2]([CH3:11])=[C:3]([C:5]5[CH:10]=[CH:9][CH:8]=[CH:7][CH:6]=5)[N:28]=[C:24]4[CH:23]=3)[N:21]=2)[CH:16]=[CH:17][N:18]=1. The catalyst class is: 8. (6) Product: [CH3:12][C:7]1[C:6]([C:4](=[O:5])[CH2:3][O:13][C:14]2[CH:15]=[CH:16][C:17]([CH2:20][C:21]([O:23][CH3:24])=[O:22])=[CH:18][CH:19]=2)=[CH:11][CH:10]=[CH:9][N:8]=1. The catalyst class is: 3. Reactant: Br.Br[CH2:3][C:4]([C:6]1[C:7]([CH3:12])=[N:8][CH:9]=[CH:10][CH:11]=1)=[O:5].[OH:13][C:14]1[CH:19]=[CH:18][C:17]([CH2:20][C:21]([O:23][CH3:24])=[O:22])=[CH:16][CH:15]=1.C(=O)([O-])[O-].[K+].[K+]. (7) Reactant: FC(F)(F)C(O)=O.C(OC([NH:15][C:16]1[CH:24]=[CH:23][CH:22]=[C:21]2[C:17]=1[CH:18]=[CH:19][N:20]2[C:25]([C:32]1[CH:37]=[CH:36][C:35]([Cl:38])=[CH:34][CH:33]=1)([CH2:30][CH3:31])[C:26]([O:28][CH3:29])=[O:27])=O)(C)(C)C. Product: [NH2:15][C:16]1[CH:24]=[CH:23][CH:22]=[C:21]2[C:17]=1[CH:18]=[CH:19][N:20]2[C:25]([C:32]1[CH:33]=[CH:34][C:35]([Cl:38])=[CH:36][CH:37]=1)([CH2:30][CH3:31])[C:26]([O:28][CH3:29])=[O:27]. The catalyst class is: 2. (8) Reactant: C(=O)([O-])O.[Na+].CO.Cl.[NH2:9][CH2:10][C:11]([C:13]1[CH:18]=[CH:17][C:16]([Br:19])=[CH:15][CH:14]=1)=[O:12].[C:20](O[C:20]([O:22][C:23]([CH3:26])([CH3:25])[CH3:24])=[O:21])([O:22][C:23]([CH3:26])([CH3:25])[CH3:24])=[O:21]. Product: [Br:19][C:16]1[CH:17]=[CH:18][C:13]([C:11](=[O:12])[CH2:10][NH:9][C:20](=[O:21])[O:22][C:23]([CH3:26])([CH3:25])[CH3:24])=[CH:14][CH:15]=1. The catalyst class is: 6.